Task: Predict the reactants needed to synthesize the given product.. Dataset: Full USPTO retrosynthesis dataset with 1.9M reactions from patents (1976-2016) Given the product [N:15]1([C:11]2[CH:10]=[C:9]([NH:1][C:2]3[CH:7]=[CH:6][CH:5]=[CH:4][CH:3]=3)[CH:14]=[CH:13][CH:12]=2)[CH:19]=[CH:18][CH:17]=[N:16]1, predict the reactants needed to synthesize it. The reactants are: [NH2:1][C:2]1[CH:7]=[CH:6][CH:5]=[CH:4][CH:3]=1.Cl[C:9]1[CH:10]=[C:11]([N:15]2[CH:19]=[CH:18][CH:17]=[N:16]2)[CH:12]=[CH:13][CH:14]=1.CC(C)([O-])C.[Na+].C(P(C(C)(C)C)C1(C)CC1(C1C=CC=CC=1)C1C=CC=CC=1)(C)(C)C.[Cl-].[NH4+].